Predict the reactants needed to synthesize the given product. From a dataset of Retrosynthesis with 50K atom-mapped reactions and 10 reaction types from USPTO. (1) Given the product COCCN(CCOC)CC(=O)O, predict the reactants needed to synthesize it. The reactants are: COCCN(CCOC)CC(=O)OCc1ccccc1. (2) Given the product Cc1cc2nc(Cn3cc(Cc4c[nH]c(N)n4)nn3)[nH]c2cc1C, predict the reactants needed to synthesize it. The reactants are: C#CCc1c[nH]c(N)n1.Cc1cc2nc(CN=[N+]=[N-])[nH]c2cc1C.